From a dataset of Forward reaction prediction with 1.9M reactions from USPTO patents (1976-2016). Predict the product of the given reaction. (1) Given the reactants Br[C:2]1[CH:3]=[C:4]([C@H:8]([NH:13][C@@H:14]([CH2:27][CH:28]([CH3:30])[CH3:29])[C:15]([N:17]2[CH2:21][C@H:20]([F:22])[C@H:19]3[O:23][CH2:24][C@H:25]([OH:26])[C@@H:18]23)=[O:16])[C:9]([F:12])([F:11])[F:10])[CH:5]=[CH:6][CH:7]=1.[F:31][C:32]1[CH:37]=[CH:36][CH:35]=[CH:34][C:33]=1B(O)O, predict the reaction product. The product is: [F:22][C@H:20]1[CH2:21][N:17]([C:15](=[O:16])[C@@H:14]([NH:13][C@@H:8]([C:4]2[CH:3]=[C:2]([C:33]3[CH:34]=[CH:35][CH:36]=[CH:37][C:32]=3[F:31])[CH:7]=[CH:6][CH:5]=2)[C:9]([F:12])([F:11])[F:10])[CH2:27][CH:28]([CH3:30])[CH3:29])[C@@H:18]2[C@@H:25]([OH:26])[CH2:24][O:23][C@H:19]12. (2) Given the reactants P([O-])([O-])([O-])=[O:2].[O:6]1[CH2:10][CH2:9][CH2:8][CH2:7]1.C(#N)C.[N+](C1C=CC(COC(C2N3[C@H](SC=2)C(C(OC(=O)C)[C:34]2C=[C:37]4[S:38][CH2:39][CH2:40][N:36]4[N:35]=2)(Br)C3=O)=O)=CC=1)([O-])=O, predict the reaction product. The product is: [CH2:10]([O:6][C:7]([C:8]1[CH:34]=[N:35][N:36]2[CH2:40][CH2:39][S:38][C:37]=12)=[O:2])[CH3:9]. (3) The product is: [CH2:15]([S:22]([NH:25][C:26]([CH:28]1[CH2:29][N:30]([C:2]2[C:10]([C:11]#[N:12])=[CH:9][C:5]([C:6]([O:8][CH2:32][CH3:33])=[O:7])=[C:4]([CH2:13][Cl:14])[N:3]=2)[CH2:31]1)=[O:27])(=[O:23])=[O:24])[C:16]1[CH:17]=[CH:18][CH:19]=[CH:20][CH:21]=1. Given the reactants Cl[C:2]1[C:10]([C:11]#[N:12])=[CH:9][C:5]([C:6]([O-:8])=[O:7])=[C:4]([CH2:13][Cl:14])[N:3]=1.[CH2:15]([S:22]([NH:25][C:26]([CH:28]1[CH2:31][NH:30][CH2:29]1)=[O:27])(=[O:24])=[O:23])[C:16]1[CH:21]=[CH:20][CH:19]=[CH:18][CH:17]=1.[CH3:32][CH2:33]O, predict the reaction product. (4) The product is: [Cl:16][CH2:17][Si:18]([C:9]1[CH:10]=[CH:11][CH:12]=[CH:13][C:8]=1[O:7][CH3:6])([CH3:21])[CH3:20]. Given the reactants C1COCC1.[CH3:6][O:7][C:8]1[CH:13]=[CH:12][CH:11]=[CH:10][C:9]=1[Mg]Br.[Cl:16][CH2:17][Si:18]([CH3:21])([CH3:20])Cl, predict the reaction product. (5) Given the reactants [F:1][C:2]1[CH:3]=[C:4]([C@H:9]2[N:14]([CH2:15][C:16]([O:18]C)=[O:17])[C:13](=[O:20])[C:12]([CH2:23][CH3:24])([CH2:21][CH3:22])[NH:11][CH2:10]2)[CH:5]=[C:6]([F:8])[CH:7]=1.[Li+].[OH-].[ClH:27], predict the reaction product. The product is: [ClH:27].[F:1][C:2]1[CH:3]=[C:4]([C@H:9]2[N:14]([CH2:15][C:16]([OH:18])=[O:17])[C:13](=[O:20])[C:12]([CH2:23][CH3:24])([CH2:21][CH3:22])[NH:11][CH2:10]2)[CH:5]=[C:6]([F:8])[CH:7]=1. (6) Given the reactants [C:1]1([CH3:10])[CH:6]=[CH:5][CH:4]=[C:3]([CH3:7])[C:2]=1[S:8]Cl.[C:11]([C:15]1[CH:20]=[C:19]([C:21]([CH3:24])([CH3:23])[CH3:22])[CH:18]=[CH:17][C:16]=1[OH:25])([CH3:14])([CH3:13])[CH3:12], predict the reaction product. The product is: [C:11]([C:15]1[C:16]([OH:25])=[C:17]([S:8][C:2]2[C:3]([CH3:7])=[CH:4][CH:5]=[CH:6][C:1]=2[CH3:10])[CH:18]=[C:19]([C:21]([CH3:24])([CH3:23])[CH3:22])[CH:20]=1)([CH3:14])([CH3:13])[CH3:12].